Dataset: Drug-target binding data from BindingDB using IC50 measurements. Task: Regression. Given a target protein amino acid sequence and a drug SMILES string, predict the binding affinity score between them. We predict pIC50 (pIC50 = -log10(IC50 in M); higher means more potent). Dataset: bindingdb_ic50. (1) The small molecule is COc1ncc(C)cc1CC[C@](O)(CC(=O)O)C(=O)O. The target protein (Q86YT5) has sequence MASALSYVSKFKSFVILFVTPLLLLPLVILMPAKFVRCAYVIILMAIYWCTEVIPLAVTSLMPVLLFPLFQILDSRQVCVQYMKDTNMLFLGGLIVAVAVERWNLHKRIALRTLLWVGAKPARLMLGFMGVTALLSMWISNTATTAMMVPIVEAILQQMEATSAATEAGLELVDKGKAKELPGSQVIFEGPTLGQQEDQERKRLCKAMTLCICYAASIGGTATLTGTGPNVVLLGQMNELFPDSKDLVNFASWFAFAFPNMLVMLLFAWLWLQFVYMRFNFKKSWGCGLESKKNEKAALKVLQEEYRKLGPLSFAEINVLICFFLLVILWFSRDPGFMPGWLTVAWVEGETKYVSDATVAIFVATLLFIVPSQKPKFNFRSQTEEERKTPFYPPPLLDWKVTQEKVPWGIVLLLGGGFALAKGSEASGLSVWMGKQMEPLHAVPPAAITLILSLLVAVFTECTSNVATTTLFLPIFASMSRSIGLNPLYIMLPCTLSASF.... The pIC50 is 4.7. (2) The small molecule is CCCS(=O)(=O)Nc1ccc(F)c(Nc2ncccc2-c2ncnc3[nH]ccc23)c1F. The target is CKENALLRYLLDKDD. The pIC50 is 6.3. (3) The small molecule is NCCCNC(=O)c1cccc(-c2ccc(S(=O)(=O)NCCN)c(S(N)(=O)=O)c2-c2nn[nH]n2)c1. The pIC50 is 9.2. The target protein sequence is MLKVISSLLVYMTASVMAVASPLAHSGEPSGEYPTVNEIPVGEVRLYQIADGVWSHIATQSFDGAVYPSNGLIVRDGDELLLIDTAWGAKNTAALLAEIEKQIGLPVTRAVSTHFHDDRVGGVDVLRAAGVATYASPSTRRLAEAEGNEIPTHSLEGLSSSGDAVRFGPVELFYPGAAHSTDNLVVYVPSANVLYGGCAVHELSSTSAGNVADADLAEWPTSVERIQKHYPEAEVVIPGHGLPGGLDLLQHTANVVKAHKNRSVAE.